Dataset: Forward reaction prediction with 1.9M reactions from USPTO patents (1976-2016). Task: Predict the product of the given reaction. (1) Given the reactants FC(F)(F)C1C=CC(C=C)=CC=1.Br[C:14]1[CH2:18][CH2:17][O:16][N:15]=1.[OH:19][C:20]1[CH:21]=[N:22][CH:23]=[N:24][CH:25]=1, predict the reaction product. The product is: [N:22]1[CH:21]=[C:20]([O:19][C:14]2[CH2:18][CH2:17][O:16][N:15]=2)[CH:25]=[N:24][CH:23]=1. (2) Given the reactants [F:1][C:2]([F:32])([F:31])[C:3]1[CH:8]=[CH:7][C:6]([C:9]2[CH:14]=[CH:13][CH:12]=[C:11]([CH2:15][O:16][C:17](=[O:30])[C@@H:18]([NH:22]C(OC(C)(C)C)=O)[CH2:19][O:20][CH3:21])[CH:10]=2)=[CH:5][CH:4]=1.C(N(CC)C(C)C)(C)C.[F:42][C:43]1[CH:48]=[CH:47][C:46]([S:49](Cl)(=[O:51])=[O:50])=[CH:45][CH:44]=1, predict the reaction product. The product is: [F:31][C:2]([F:1])([F:32])[C:3]1[CH:4]=[CH:5][C:6]([C:9]2[CH:14]=[CH:13][CH:12]=[C:11]([CH2:15][O:16][C:17](=[O:30])[C@@H:18]([NH:22][S:49]([C:46]3[CH:47]=[CH:48][C:43]([F:42])=[CH:44][CH:45]=3)(=[O:51])=[O:50])[CH2:19][O:20][CH3:21])[CH:10]=2)=[CH:7][CH:8]=1.